The task is: Predict the reaction yield, written as a fraction of the theoretical maximum amount of product (1.0 means a 100% yield; for example, 0.34 means a 34% yield).. This data is from Reaction yield outcomes from USPTO patents with 853,638 reactions. (1) The reactants are [OH:1][C:2]1[CH:7]=[C:6]([CH3:8])[C:5]([C:9]2[CH:14]=[CH:13][CH:12]=[C:11]([CH:15]=[O:16])[CH:10]=2)=[C:4]([CH3:17])[CH:3]=1.[CH2:18]([O:20][CH2:21][CH2:22]Cl)[CH3:19].C(=O)([O-])[O-].[K+].[K+].[I-].[K+]. The catalyst is CN(C)C=O.O. The product is [CH2:18]([O:20][CH2:21][CH2:22][O:1][C:2]1[CH:7]=[C:6]([CH3:8])[C:5]([C:9]2[CH:14]=[CH:13][CH:12]=[C:11]([CH:15]=[O:16])[CH:10]=2)=[C:4]([CH3:17])[CH:3]=1)[CH3:19]. The yield is 0.890. (2) The reactants are Br[C:2]1[CH:3]=[C:4]2[C:8](=[CH:9][C:10]=1[Cl:11])[NH:7][N:6]=[C:5]2[C:12]([OH:14])=[O:13].[OH:15][C:16]1[CH:17]=[C:18](B(O)O)[CH:19]=[CH:20][CH:21]=1.C(=O)([O-])[O-].[K+].[K+].CC#N. The catalyst is C1(C)C=CC=CC=1.O.C1C=CC(P(C2C=CC=CC=2)[C-]2C=CC=C2)=CC=1.C1C=CC(P(C2C=CC=CC=2)[C-]2C=CC=C2)=CC=1.Cl[Pd]Cl.[Fe+2]. The product is [Cl:11][C:10]1[CH:9]=[C:8]2[C:4]([C:5]([C:12]([OH:14])=[O:13])=[N:6][NH:7]2)=[CH:3][C:2]=1[C:20]1[CH:19]=[CH:18][CH:17]=[C:16]([OH:15])[CH:21]=1. The yield is 0.0400. (3) The reactants are [CH3:1][O:2][C:3]1[CH:4]=[C:5]2[C:10](=[CH:11][C:12]=1[O:13][CH3:14])[N:9]=[CH:8][N:7]=[C:6]2[O:15][C:16]1[CH:22]=[CH:21][C:19]([NH2:20])=[CH:18][CH:17]=1.ClC(Cl)(O[C:27](=[O:33])[O:28][C:29](Cl)(Cl)Cl)Cl.[O:35]1[CH2:40][CH2:39][N:38]([CH2:41]CO)[CH2:37][CH2:36]1.C(=O)(O)[O-].[Na+]. The catalyst is C(Cl)Cl.C(N(CC)CC)C.C1(C)C=CC=CC=1. The product is [CH3:1][O:2][C:3]1[CH:4]=[C:5]2[C:10](=[CH:11][C:12]=1[O:13][CH3:14])[N:9]=[CH:8][N:7]=[C:6]2[O:15][C:16]1[CH:22]=[CH:21][C:19]([NH:20][C:27](=[O:33])[O:28][CH2:29][CH2:41][N:38]2[CH2:39][CH2:40][O:35][CH2:36][CH2:37]2)=[CH:18][CH:17]=1. The yield is 0.600. (4) The reactants are [CH2:1]([C:3]1[S:7][C:6]([C:8]2[CH:13]=[CH:12][C:11]([C:14]([F:17])([F:16])[F:15])=[CH:10][CH:9]=2)=[N:5][C:4]=1[CH2:18][CH:19]=[O:20])[CH3:2].[CH3:21][Mg]Br.CCOCC. The catalyst is O1CCCC1. The product is [CH2:1]([C:3]1[S:7][C:6]([C:8]2[CH:9]=[CH:10][C:11]([C:14]([F:17])([F:16])[F:15])=[CH:12][CH:13]=2)=[N:5][C:4]=1[CH2:18][CH:19]([OH:20])[CH3:21])[CH3:2]. The yield is 0.700. (5) The reactants are Br[C:2]1[C:10]2[C:5](=[N:6][CH:7]=[C:8]([C:11]3[CH:12]=[C:13]([CH:26]=[CH:27][CH:28]=3)[C:14]([NH:16][C:17]3([C:20]4[CH:25]=[CH:24][CH:23]=[CH:22][CH:21]=4)[CH2:19][CH2:18]3)=[O:15])[CH:9]=2)[O:4][C:3]=1[C:29]1[CH:34]=[CH:33][C:32]([F:35])=[CH:31][CH:30]=1.[CH3:36]B1OB(C)OB(C)O1.C([O-])([O-])=O.[Na+].[Na+]. The catalyst is CN(C=O)C.O.CCOC(C)=O.C1C=CC([P]([Pd]([P](C2C=CC=CC=2)(C2C=CC=CC=2)C2C=CC=CC=2)([P](C2C=CC=CC=2)(C2C=CC=CC=2)C2C=CC=CC=2)[P](C2C=CC=CC=2)(C2C=CC=CC=2)C2C=CC=CC=2)(C2C=CC=CC=2)C2C=CC=CC=2)=CC=1. The product is [F:35][C:32]1[CH:31]=[CH:30][C:29]([C:3]2[O:4][C:5]3=[N:6][CH:7]=[C:8]([C:11]4[CH:12]=[C:13]([CH:26]=[CH:27][CH:28]=4)[C:14]([NH:16][C:17]4([C:20]5[CH:25]=[CH:24][CH:23]=[CH:22][CH:21]=5)[CH2:18][CH2:19]4)=[O:15])[CH:9]=[C:10]3[C:2]=2[CH3:36])=[CH:34][CH:33]=1. The yield is 0.930. (6) The reactants are [CH3:1][O:2][C:3]1[C:11]2[O:10][C:9]([CH3:13])([CH3:12])[CH2:8][C:7]=2[CH:6]=[C:5]([CH:14]=[C:15]([CH3:17])[CH3:16])[CH:4]=1.[C:18](#[N:25])[C:19]1[CH:24]=[CH:23][CH:22]=[CH:21][CH:20]=1.S(=O)(=O)(O)O. The catalyst is C(O)(=O)C. The product is [CH3:1][O:2][C:3]1[CH:4]=[C:5]2[C:6](=[C:7]3[CH2:8][C:9]([CH3:12])([CH3:13])[O:10][C:11]=13)[C:18]([C:19]1[CH:24]=[CH:23][CH:22]=[CH:21][CH:20]=1)=[N:25][C:15]([CH3:17])([CH3:16])[CH2:14]2. The yield is 0.510. (7) The reactants are [Cl:1][C:2]1[CH:7]=[CH:6][CH:5]=[C:4]([F:8])[C:3]=1[C:9]1[C:13]([C:14]#[N:15])=[C:12](/[CH:16]=[CH:17]/[N:18]([CH3:20])[CH3:19])[O:11][N:10]=1.[F:21][C:22]([F:33])([F:32])[C:23](O[C:23](=[O:24])[C:22]([F:33])([F:32])[F:21])=[O:24]. The catalyst is ClCCl. The product is [Cl:1][C:2]1[CH:7]=[CH:6][CH:5]=[C:4]([F:8])[C:3]=1[C:9]1[C:13]([C:14]#[N:15])=[C:12](/[C:16](/[C:23](=[O:24])[C:22]([F:33])([F:32])[F:21])=[CH:17]/[N:18]([CH3:19])[CH3:20])[O:11][N:10]=1. The yield is 0.940. (8) The reactants are [NH2:1][C:2]1[CH:7]=[C:6]([F:8])[C:5]([F:9])=[CH:4][C:3]=1[NH2:10].[N:11]#[C:12]Br.C(=O)(O)[O-].[Na+]. The catalyst is O. The product is [F:8][C:6]1[C:5]([F:9])=[CH:4][C:3]2[NH:10][C:12]([NH2:11])=[N:1][C:2]=2[CH:7]=1. The yield is 0.590. (9) The reactants are [CH3:1][CH:2]([CH3:6])[C:3]([OH:5])=O.CCN(C(C)C)C(C)C.F[P-](F)(F)(F)(F)F.N1(O[P+](N(C)C)(N(C)C)N(C)C)C2C=CC=CC=2N=N1.[NH2:43][CH:44]1[CH2:49][CH2:48][CH:47]([C:50]2[O:54][N:53]=[C:52]([C:55]3[N:60]=[C:59]([N:61]([CH3:68])[C:62]4[CH:67]=[CH:66][CH:65]=[CH:64][CH:63]=4)[N:58]=[C:57]([NH2:69])[N:56]=3)[N:51]=2)[CH2:46][CH2:45]1. The catalyst is CN(C=O)C. The product is [NH2:69][C:57]1[N:58]=[C:59]([N:61]([CH3:68])[C:62]2[CH:67]=[CH:66][CH:65]=[CH:64][CH:63]=2)[N:60]=[C:55]([C:52]2[N:51]=[C:50]([CH:47]3[CH2:48][CH2:49][CH:44]([NH:43][C:3](=[O:5])[CH:2]([CH3:6])[CH3:1])[CH2:45][CH2:46]3)[O:54][N:53]=2)[N:56]=1. The yield is 0.210.